This data is from Reaction yield outcomes from USPTO patents with 853,638 reactions. The task is: Predict the reaction yield, written as a fraction of the theoretical maximum amount of product (1.0 means a 100% yield; for example, 0.34 means a 34% yield). (1) The reactants are Br[CH:2]([C:23]1[CH:28]=[CH:27][CH:26]=[CH:25][CH:24]=1)[C:3]([C:5]1[CH:10]=[CH:9][C:8]([C:11]2([NH:15][C:16](=[O:22])[O:17][C:18]([CH3:21])([CH3:20])[CH3:19])[CH2:14][CH2:13][CH2:12]2)=[CH:7][CH:6]=1)=O.[NH2:29][C:30]1[N:31]=[N:32][C:33]([O:36][CH3:37])=[CH:34][CH:35]=1.C(N(CC)C(C)C)(C)C. The catalyst is C(O)(C)C. The product is [C:23]1([C:2]2[N:31]3[N:32]=[C:33]([O:36][CH3:37])[CH:34]=[CH:35][C:30]3=[N:29][C:3]=2[C:5]2[CH:6]=[CH:7][C:8]([C:11]3([NH:15][C:16](=[O:22])[O:17][C:18]([CH3:19])([CH3:21])[CH3:20])[CH2:12][CH2:13][CH2:14]3)=[CH:9][CH:10]=2)[CH:28]=[CH:27][CH:26]=[CH:25][CH:24]=1. The yield is 0.780. (2) The reactants are Br[C:2]1[C:7](=[O:8])[N:6]([CH2:9][C:10]2[CH:15]=[CH:14][C:13]([C:16]3[C:17]([C:22]#[N:23])=[CH:18][CH:19]=[CH:20][CH:21]=3)=[CH:12][CH:11]=2)[C:5]([CH2:24][CH2:25][CH3:26])=[N:4][C:3]=1[CH2:27][CH3:28].[CH2:29]([O:32][C:33]1[CH:38]=[CH:37][C:36](B(O)O)=[CH:35][CH:34]=1)[CH2:30][CH3:31].C(=O)([O-])[O-].[Cs+].[Cs+]. The catalyst is O1CCOCC1.C(OCC)(=O)C.C1C=CC(P(C2C=CC=CC=2)[C-]2C=CC=C2)=CC=1.C1C=CC(P(C2C=CC=CC=2)[C-]2C=CC=C2)=CC=1.Cl[Pd]Cl.[Fe+2]. The product is [CH2:27]([C:3]1[N:4]=[C:5]([CH2:24][CH2:25][CH3:26])[N:6]([CH2:9][C:10]2[CH:11]=[CH:12][C:13]([C:16]3[C:17]([C:22]#[N:23])=[CH:18][CH:19]=[CH:20][CH:21]=3)=[CH:14][CH:15]=2)[C:7](=[O:8])[C:2]=1[C:36]1[CH:37]=[CH:38][C:33]([O:32][CH2:29][CH2:30][CH3:31])=[CH:34][CH:35]=1)[CH3:28]. The yield is 0.930. (3) The reactants are [Cl:1][C:2]1[CH:3]=[C:4]([CH:9]([C:22]([F:25])([F:24])[F:23])/[CH:10]=[CH:11]/[C:12]2[CH:20]=[CH:19][C:15]([C:16]([OH:18])=O)=[C:14]([CH3:21])[CH:13]=2)[CH:5]=[C:6]([Cl:8])[CH:7]=1.[F:26][C:27]([F:31])([F:30])[CH2:28][NH2:29].O.ON1C2C=CC=CC=2N=N1.Cl.CN(C)CCCN=C=NCC.C(N(CC)C(C)C)(C)C. The catalyst is CN(C=O)C.O. The product is [Cl:8][C:6]1[CH:5]=[C:4]([CH:9]([C:22]([F:25])([F:24])[F:23])/[CH:10]=[CH:11]/[C:12]2[CH:20]=[CH:19][C:15]([C:16]([NH:29][CH2:28][C:27]([F:31])([F:30])[F:26])=[O:18])=[C:14]([CH3:21])[CH:13]=2)[CH:3]=[C:2]([Cl:1])[CH:7]=1. The yield is 0.500. (4) The reactants are [CH3:1][C:2]1(O)[CH2:7][CH2:6][CH2:5][CH2:4][CH2:3]1.[Br:9][C:10]1[CH:15]=[CH:14][C:13]([OH:16])=[CH:12][CH:11]=1.[CH2:17](Cl)Cl. The catalyst is OS(O)(=O)=O. The product is [CH3:1][C:2]1([C:14]2[CH:15]=[C:10]([Br:9])[CH:11]=[CH:12][C:13]=2[O:16][CH3:17])[CH2:7][CH2:6][CH2:5][CH2:4][CH2:3]1. The yield is 0.130. (5) The reactants are Cl[CH2:2][C:3]1[CH:27]=[CH:26][C:6]([C:7]([NH:9][C:10]2[N:25]=[C:13]3[CH:14]=[CH:15][CH:16]=[C:17]([NH:18][CH:19]4[CH2:24][CH2:23][CH2:22][CH2:21][CH2:20]4)[N:12]3[N:11]=2)=[O:8])=[CH:5][CH:4]=1.C(N(CC)C(C)C)(C)C.[CH3:37][O:38][CH2:39][CH2:40][NH:41][CH3:42]. The catalyst is O1CCOCC1. The product is [CH:19]1([NH:18][C:17]2[N:12]3[N:11]=[C:10]([NH:9][C:7](=[O:8])[C:6]4[CH:26]=[CH:27][C:3]([CH2:2][N:41]([CH2:40][CH2:39][O:38][CH3:37])[CH3:42])=[CH:4][CH:5]=4)[N:25]=[C:13]3[CH:14]=[CH:15][CH:16]=2)[CH2:20][CH2:21][CH2:22][CH2:23][CH2:24]1. The yield is 0.0400. (6) The reactants are C([O:3][C:4](=[O:39])[CH2:5][CH2:6][CH2:7][NH:8][C:9]([N:11]1[CH2:15][C@@H:14]([CH2:16][C:17]([CH3:20])([CH3:19])[CH3:18])[C@@:13]([C:23]2[CH:28]=[CH:27][C:26]([Cl:29])=[CH:25][C:24]=2[F:30])([C:21]#[N:22])[C@H:12]1[C:31]1[CH:36]=[CH:35][CH:34]=[C:33]([Cl:37])[C:32]=1[F:38])=[O:10])C.[Li+].[OH-]. The catalyst is C1COCC1.O. The product is [Cl:37][C:33]1[C:32]([F:38])=[C:31]([C@@H:12]2[C@:13]([C:23]3[CH:28]=[CH:27][C:26]([Cl:29])=[CH:25][C:24]=3[F:30])([C:21]#[N:22])[C@H:14]([CH2:16][C:17]([CH3:19])([CH3:20])[CH3:18])[CH2:15][N:11]2[C:9]([NH:8][CH2:7][CH2:6][CH2:5][C:4]([OH:39])=[O:3])=[O:10])[CH:36]=[CH:35][CH:34]=1. The yield is 1.00. (7) The reactants are [Cl:1][C:2]1[CH:3]=[C:4]([C@@:9]2([CH2:31][CH2:32][OH:33])[O:14][CH2:13][CH2:12][N:11]([C:15](=[O:30])[C:16]3[CH:21]=[C:20]([C:22]([F:25])([F:24])[F:23])[CH:19]=[C:18]([C:26]([F:29])([F:28])[F:27])[CH:17]=3)[CH2:10]2)[CH:5]=[CH:6][C:7]=1[Cl:8].C(N(CC)CC)C.[CH3:41][S:42](Cl)(=[O:44])=[O:43].O. The catalyst is C(Cl)Cl. The product is [CH3:41][S:42]([O:33][CH2:32][CH2:31][C@:9]1([C:4]2[CH:5]=[CH:6][C:7]([Cl:8])=[C:2]([Cl:1])[CH:3]=2)[O:14][CH2:13][CH2:12][N:11]([C:15](=[O:30])[C:16]2[CH:17]=[C:18]([C:26]([F:28])([F:27])[F:29])[CH:19]=[C:20]([C:22]([F:24])([F:25])[F:23])[CH:21]=2)[CH2:10]1)(=[O:44])=[O:43]. The yield is 0.930. (8) The reactants are Cl.[CH2:2]([O:9][C:10]1[CH:15]=[CH:14][N:13]([C:16]2[CH:24]=[C:23]3[C:19]([C:20]4[CH2:29][CH2:28][NH:27][CH2:26][C:21]=4[N:22]3[CH3:25])=[CH:18][CH:17]=2)[C:12](=[O:30])[CH:11]=1)[C:3]1[CH:8]=[CH:7][CH:6]=[CH:5][CH:4]=1.[C:31]([N:38]1[CH2:45][CH2:44][CH2:43][C@H:39]1[C:40](O)=[O:41])([O:33][C:34]([CH3:37])([CH3:36])[CH3:35])=[O:32].CN(C(ON1N=NC2C=CC=NC1=2)=[N+](C)C)C.F[P-](F)(F)(F)(F)F.CCN(CC)CC. The catalyst is CN(C=O)C.C(Cl)Cl. The product is [CH2:2]([O:9][C:10]1[CH:15]=[CH:14][N:13]([C:16]2[CH:24]=[C:23]3[C:19]([C:20]4[CH2:29][CH2:28][N:27]([C:40]([C@@H:39]5[CH2:43][CH2:44][CH2:45][N:38]5[C:31]([O:33][C:34]([CH3:37])([CH3:36])[CH3:35])=[O:32])=[O:41])[CH2:26][C:21]=4[N:22]3[CH3:25])=[CH:18][CH:17]=2)[C:12](=[O:30])[CH:11]=1)[C:3]1[CH:4]=[CH:5][CH:6]=[CH:7][CH:8]=1. The yield is 0.780. (9) The reactants are [N:1]1[C:10]2[CH:9]([NH:11][CH2:12][CH2:13][CH2:14][CH2:15][N:16]3C(=O)C4C(=CC=CC=4)C3=O)[CH2:8][CH2:7][CH2:6][C:5]=2[CH:4]=[CH:3][CH:2]=1.Cl[CH2:28][C:29]1[NH:33][C:32]2[CH:34]=[CH:35][CH:36]=[C:37]([CH3:38])[C:31]=2[N:30]=1.C(N(CC)C(C)C)(C)C.[I-].[K+]. The catalyst is C(#N)C. The product is [CH3:38][C:37]1[C:31]2[N:30]=[C:29]([CH2:28][N:11]([CH:9]3[C:10]4[N:1]=[CH:2][CH:3]=[CH:4][C:5]=4[CH2:6][CH2:7][CH2:8]3)[CH2:12][CH2:13][CH2:14][CH2:15][NH2:16])[NH:33][C:32]=2[CH:34]=[CH:35][CH:36]=1. The yield is 0.810.